From a dataset of Reaction yield outcomes from USPTO patents with 853,638 reactions. Predict the reaction yield, written as a fraction of the theoretical maximum amount of product (1.0 means a 100% yield; for example, 0.34 means a 34% yield). (1) The reactants are C([O:3][C:4]([C:6]1[N:11]=[C:10]2[N:12]([CH2:15][C:16]3[CH:17]=[C:18]4[C:23](=[CH:24][C:25]=3[F:26])[N:22]=[CH:21][CH:20]=[CH:19]4)[N:13]=[N:14][C:9]2=[N:8][CH:7]=1)=[CH2:5])C.Cl. The catalyst is C(O)(=O)C. The product is [F:26][C:25]1[CH:24]=[C:23]2[C:18]([CH:19]=[CH:20][CH:21]=[N:22]2)=[CH:17][C:16]=1[CH2:15][N:12]1[C:10]2[C:9](=[N:8][CH:7]=[C:6]([C:4](=[O:3])[CH3:5])[N:11]=2)[N:14]=[N:13]1. The yield is 0.960. (2) The reactants are [Si]([O:8][CH2:9][CH2:10][C:11]1([NH:14][C:15](=[O:21])[O:16][C:17]([CH3:20])([CH3:19])[CH3:18])[CH2:13][CH2:12]1)(C(C)(C)C)(C)C. The catalyst is C(Cl)Cl. The product is [OH:8][CH2:9][CH2:10][C:11]1([NH:14][C:15](=[O:21])[O:16][C:17]([CH3:19])([CH3:18])[CH3:20])[CH2:12][CH2:13]1. The yield is 0.600. (3) The reactants are [Cl:1][C:2]1[N:3]=[C:4](Cl)[C:5]2[CH2:10][CH2:9][CH:8]([C:11]3[CH:16]=[CH:15][C:14]([F:17])=[CH:13][CH:12]=3)[C:6]=2[N:7]=1.CC[N:21]([CH:25]([CH3:27])[CH3:26])C(C)C.[CH2:28]1COC[CH2:29]1. No catalyst specified. The yield is 0.631. The product is [Cl:1][C:2]1[N:3]=[C:4]([NH:21][C@@H:25]([CH:26]2[CH2:29][CH2:28]2)[CH3:27])[C:5]2[CH2:10][CH2:9][CH:8]([C:11]3[CH:16]=[CH:15][C:14]([F:17])=[CH:13][CH:12]=3)[C:6]=2[N:7]=1. (4) The reactants are [Cl:1][C:2]1[C:7]([N+:8]([O-])=O)=[C:6]([NH:11][CH2:12][CH2:13][CH2:14][C:15]#[CH:16])[CH:5]=[CH:4][N:3]=1.O.Cl.[OH-].[Na+]. The catalyst is CO.[Fe]. The product is [Cl:1][C:2]1[C:7]([NH2:8])=[C:6]([NH:11][CH2:12][CH2:13][CH2:14][C:15]#[CH:16])[CH:5]=[CH:4][N:3]=1. The yield is 0.731.